Predict the reaction yield, written as a fraction of the theoretical maximum amount of product (1.0 means a 100% yield; for example, 0.34 means a 34% yield). From a dataset of Reaction yield outcomes from USPTO patents with 853,638 reactions. (1) The reactants are [Br:1][C:2]1[C:3]([CH3:9])=[N:4][C:5](Br)=[CH:6][CH:7]=1.[Cu][C:11]#[N:12].CN(C)C=O.O. The catalyst is C(OCC)(=O)C. The product is [Br:1][C:2]1[CH:7]=[CH:6][C:5]([C:11]#[N:12])=[N:4][C:3]=1[CH3:9]. The yield is 0.490. (2) The reactants are [N:1]1([CH2:6][CH2:7][O:8][C:9]2[CH:10]=[C:11]3[C:16](=[CH:17][CH:18]=2)[C:15](=[O:19])[CH2:14][CH2:13][CH2:12]3)[CH:5]=[CH:4][N:3]=[CH:2]1.[CH:20]([C:22]1[S:23][CH:24]=[CH:25][N:26]=1)=[O:21].OS(O)(=O)=O. The catalyst is CC(O)=O.O. The product is [OH:21][CH:20]([C:22]1[S:23][CH:24]=[CH:25][N:26]=1)[CH:14]1[CH2:13][CH2:12][C:11]2[C:16](=[CH:17][CH:18]=[C:9]([O:8][CH2:7][CH2:6][N:1]3[CH:5]=[CH:4][N:3]=[CH:2]3)[CH:10]=2)[C:15]1=[O:19]. The yield is 0.740. (3) The reactants are [C:1]([NH:4][C@@H:5]([CH2:10][C:11]1[CH:16]=[CH:15][C:14](I)=[CH:13][CH:12]=1)[C:6]([O:8][CH3:9])=[O:7])(=[O:3])[CH3:2].[CH3:18][Sn:19]([CH3:25])([CH3:24])[Sn:19]([CH3:25])([CH3:24])[CH3:18].C1(P(C2C=CC=CC=2)C2C=CC=CC=2)C=CC=CC=1. The catalyst is C1(C)C=CC=CC=1.C([O-])(=O)C.[Pd+2].C([O-])(=O)C. The product is [C:1]([NH:4][C@@H:5]([CH2:10][C:11]1[CH:16]=[CH:15][C:14]([Sn:19]([CH3:25])([CH3:24])[CH3:18])=[CH:13][CH:12]=1)[C:6]([O:8][CH3:9])=[O:7])(=[O:3])[CH3:2]. The yield is 0.760. (4) The reactants are [Cl:1][C:2]1[CH:3]=[CH:4][C:5]([N:10]2[CH:14]=[C:13]([CH3:15])[N:12]=[CH:11]2)=[C:6]([CH:9]=1)[C:7]#[N:8].[CH3:16][N+:17]([CH3:19])=[CH2:18].[I-]. The catalyst is CN(C=O)C. The product is [Cl:1][C:2]1[CH:3]=[CH:4][C:5]([N:10]2[C:14]([CH2:16][N:17]([CH3:19])[CH3:18])=[C:13]([CH3:15])[N:12]=[CH:11]2)=[C:6]([CH:9]=1)[C:7]#[N:8]. The yield is 0.170.